Dataset: Reaction yield outcomes from USPTO patents with 853,638 reactions. Task: Predict the reaction yield, written as a fraction of the theoretical maximum amount of product (1.0 means a 100% yield; for example, 0.34 means a 34% yield). The reactants are BrN1C(=O)CCC1=O.[Cl:9][C:10]1[N:15]=[C:14]([CH2:16][C:17]([C:19]2[C:20]([F:32])=[C:21]([NH:25][C:26](=[O:31])[O:27][CH2:28][CH:29]=[CH2:30])[CH:22]=[CH:23][CH:24]=2)=O)[CH:13]=[CH:12][N:11]=1.[NH2:33][C:34](=[S:46])[C:35]([NH:38][C:39](=[O:45])[O:40][C:41]([CH3:44])([CH3:43])[CH3:42])([CH3:37])[CH3:36]. The catalyst is ClCCl.CCOC(C)=O. The product is [Cl:9][C:10]1[N:15]=[C:14]([C:16]2[S:46][C:34]([C:35]([NH:38][C:39]([O:40][C:41]([CH3:44])([CH3:43])[CH3:42])=[O:45])([CH3:37])[CH3:36])=[N:33][C:17]=2[C:19]2[C:20]([F:32])=[C:21]([NH:25][C:26](=[O:31])[O:27][CH2:28][CH:29]=[CH2:30])[CH:22]=[CH:23][CH:24]=2)[CH:13]=[CH:12][N:11]=1. The yield is 0.540.